This data is from Reaction yield outcomes from USPTO patents with 853,638 reactions. The task is: Predict the reaction yield, written as a fraction of the theoretical maximum amount of product (1.0 means a 100% yield; for example, 0.34 means a 34% yield). (1) The reactants are [OH:1][C:2]1[CH:7]=[CH:6][C:5]([C:8](=O)/[CH:9]=[CH:10]/[C:11]2[CH:19]=[CH:18][C:14]([C:15]([OH:17])=[O:16])=[CH:13][CH:12]=2)=[CH:4][C:3]=1[CH3:21].[NH2:22][C:23]([NH2:25])=[O:24]. The catalyst is Cl.O1CCOCC1. The product is [OH:1][C:2]1[CH:7]=[CH:6][C:5]([C:8]2[CH:9]=[C:10]([C:11]3[CH:19]=[CH:18][C:14]([C:15]([OH:17])=[O:16])=[CH:13][CH:12]=3)[NH:22][C:23](=[O:24])[N:25]=2)=[CH:4][C:3]=1[CH3:21]. The yield is 0.510. (2) The reactants are CCN=C=NCCCN(C)C.[CH3:12][O:13][C:14]([CH2:16][C@@H:17]([OH:21])[C:18]([OH:20])=O)=[O:15].C1C=CC2N(O)N=NC=2C=1.[N:32]1([C:38]([O:40][CH2:41][C:42]2[CH:47]=[CH:46][CH:45]=[CH:44][CH:43]=2)=[O:39])[CH2:37][CH2:36][NH:35][CH2:34][CH2:33]1.C(N(CC)CC)C. The catalyst is CN(C=O)C.O. The product is [CH2:41]([O:40][C:38]([N:32]1[CH2:37][CH2:36][N:35]([C:18](=[O:20])[C@H:17]([OH:21])[CH2:16][C:14]([O:13][CH3:12])=[O:15])[CH2:34][CH2:33]1)=[O:39])[C:42]1[CH:47]=[CH:46][CH:45]=[CH:44][CH:43]=1. The yield is 0.330. (3) The reactants are [CH2:1]([C:3]1[O:7][CH:6]=[N:5][C:4]=1[C:8]([O:10][CH2:11][CH3:12])=[O:9])[CH3:2].I[C:14]1[CH:19]=[CH:18][C:17]([N+:20]([O-:22])=[O:21])=[CH:16][CH:15]=1.CC1C=CC=CC=1P(C1C=CC=CC=1C)C1C=CC=CC=1C.C(=O)([O-])[O-].[Cs+].[Cs+]. The catalyst is C([O-])(=O)C.[Pd+2].C([O-])(=O)C.O.O1CCOCC1. The product is [CH2:1]([C:3]1[O:7][C:6]([C:14]2[CH:19]=[CH:18][C:17]([N+:20]([O-:22])=[O:21])=[CH:16][CH:15]=2)=[N:5][C:4]=1[C:8]([O:10][CH2:11][CH3:12])=[O:9])[CH3:2]. The yield is 0.370. (4) The reactants are [I:1][C:2]1[CH:3]=[N:4][C:5]([N:8]2[CH2:12][C:11]([CH3:14])([CH3:13])[NH:10][C:9]2=[O:15])=[N:6][CH:7]=1.[H-].[Na+].IC.[C:20]([O-])(O)=O.[Na+]. The catalyst is CN(C=O)C. The product is [I:1][C:2]1[CH:3]=[N:4][C:5]([N:8]2[CH2:12][C:11]([CH3:13])([CH3:14])[N:10]([CH3:20])[C:9]2=[O:15])=[N:6][CH:7]=1. The yield is 0.540. (5) The reactants are [H-].[Na+].[CH3:3][NH:4][S:5]([CH3:8])(=[O:7])=[O:6].[Cl:9][C:10]1[N:15]=[C:14]([Cl:16])[C:13]([F:17])=[C:12](Cl)[N:11]=1. The catalyst is CN(C=O)C.C1COCC1. The product is [Cl:9][C:10]1[N:11]=[C:12]([N:4]([CH3:3])[S:5]([CH3:8])(=[O:7])=[O:6])[C:13]([F:17])=[C:14]([Cl:16])[N:15]=1. The yield is 0.640. (6) The reactants are [F:1][C:2]1[CH:18]=[CH:17][C:16]([C:19]2[CH:24]=[CH:23][CH:22]=[C:21]([F:25])[CH:20]=2)=[CH:15][C:3]=1[C:4]([NH:6][C:7]1[CH:12]=[CH:11][CH:10]=[C:9]([O:13][CH3:14])[CH:8]=1)=O. The catalyst is C1COCC1. The product is [F:1][C:2]1[CH:18]=[CH:17][C:16]([C:19]2[CH:24]=[CH:23][CH:22]=[C:21]([F:25])[CH:20]=2)=[CH:15][C:3]=1[CH2:4][NH:6][C:7]1[CH:12]=[CH:11][CH:10]=[C:9]([O:13][CH3:14])[CH:8]=1. The yield is 0.880.